This data is from Oral bioavailability binary classification data from Ma et al.. The task is: Regression/Classification. Given a drug SMILES string, predict its absorption, distribution, metabolism, or excretion properties. Task type varies by dataset: regression for continuous measurements (e.g., permeability, clearance, half-life) or binary classification for categorical outcomes (e.g., BBB penetration, CYP inhibition). Dataset: bioavailability_ma. (1) The molecule is CC(C)NC[C@H](O)COc1ccc(O)cc1. The result is 1 (high bioavailability). (2) The compound is CCC1=C(C)CN(C(=O)NCCc2ccc(S(=O)(=O)NC(=O)N[C@H]3CC[C@H](C)CC3)cc2)C1=O. The result is 1 (high bioavailability). (3) The molecule is C[C@@H]1O[C@@H](O[C@H]2C[C@@H](O)[C@]3(CO)[C@H]4[C@H](O)C[C@]5(C)[C@@H](C6=CC(=O)OC6)CC[C@]5(O)[C@@H]4CC[C@]3(O)C2)[C@H](O)[C@H](O)[C@H]1O. The result is 0 (low bioavailability). (4) The compound is CCOC(=O)[C@H](CCc1ccccc1)N[C@@H](C)C(=O)N1Cc2ccccc2C[C@H]1C(=O)O. The result is 1 (high bioavailability). (5) The compound is O=C(CCCN1CCC(O)(c2ccc(Cl)cc2)CC1)c1ccc(F)cc1. The result is 1 (high bioavailability).